From a dataset of Forward reaction prediction with 1.9M reactions from USPTO patents (1976-2016). Predict the product of the given reaction. (1) Given the reactants NC1(C2C=CC(C3C(=O)C4C(=CC=C(F)C=4)OC=3C3C=CC=CC=3)=CC=2)CCC1.C(OC(=O)[NH:36][C:37]1([C:41]2[CH:46]=[CH:45][C:44]([C:47]3[C:56](=[O:57])[C:55]4[C:50](=[C:51]([C:58]5[C:59]([CH3:63])=[N:60][NH:61][CH:62]=5)[CH:52]=[CH:53][CH:54]=4)[O:49][C:48]=3[C:64]3[CH:69]=[CH:68][CH:67]=[CH:66][CH:65]=3)=[CH:43][CH:42]=2)[CH2:40][CH2:39][CH2:38]1)(C)(C)C.C(O)(C(F)(F)F)=O.[ClH:78], predict the reaction product. The product is: [ClH:78].[NH2:36][C:37]1([C:41]2[CH:42]=[CH:43][C:44]([C:47]3[C:56](=[O:57])[C:55]4[C:50](=[C:51]([C:58]5[C:59]([CH3:63])=[N:60][NH:61][CH:62]=5)[CH:52]=[CH:53][CH:54]=4)[O:49][C:48]=3[C:64]3[CH:69]=[CH:68][CH:67]=[CH:66][CH:65]=3)=[CH:45][CH:46]=2)[CH2:38][CH2:39][CH2:40]1. (2) Given the reactants [F:1][C:2]1[CH:7]=[C:6]([F:8])[CH:5]=[CH:4][C:3]=1[C:9]1[NH:13][C:12]([C:14]2([CH2:17][OH:18])[CH2:16][CH2:15]2)=[N:11][C:10]=1[C:19]1[N:24]=[C:23]2[O:25][C:26]([NH:28][C@@H:29]([CH3:34])[CH2:30][O:31][CH2:32][CH3:33])=[N:27][C:22]2=[CH:21][CH:20]=1.[CH3:35][S:36](O)(=[O:38])=[O:37], predict the reaction product. The product is: [CH3:35][S:36]([O:18][CH2:17][C:14]1([C:12]2[NH:13][C:9]([C:3]3[CH:4]=[CH:5][C:6]([F:8])=[CH:7][C:2]=3[F:1])=[C:10]([C:19]3[N:24]=[C:23]4[O:25][C:26]([NH:28][C@@H:29]([CH3:34])[CH2:30][O:31][CH2:32][CH3:33])=[N:27][C:22]4=[CH:21][CH:20]=3)[N:11]=2)[CH2:15][CH2:16]1)(=[O:38])=[O:37]. (3) Given the reactants C([O:5][C:6](=[O:48])[CH2:7][C:8]([NH:10][C:11]1[CH:12]=[C:13]([CH:43]=[CH:44][C:45]=1[O:46][CH3:47])[C:14]([O:16][C@H:17]([C:28]1[CH:33]=[CH:32][C:31]([O:34][CH:35]([F:37])[F:36])=[C:30]([O:38][CH2:39][CH:40]2[CH2:42][CH2:41]2)[CH:29]=1)[CH2:18][C:19]1[C:24]([Cl:25])=[CH:23][N+:22]([O-:26])=[CH:21][C:20]=1[Cl:27])=[O:15])=[O:9])(C)(C)C, predict the reaction product. The product is: [C:6]([CH2:7][C:8]([NH:10][C:11]1[CH:12]=[C:13]([CH:43]=[CH:44][C:45]=1[O:46][CH3:47])[C:14]([O:16][C@H:17]([C:28]1[CH:33]=[CH:32][C:31]([O:34][CH:35]([F:36])[F:37])=[C:30]([O:38][CH2:39][CH:40]2[CH2:42][CH2:41]2)[CH:29]=1)[CH2:18][C:19]1[C:24]([Cl:25])=[CH:23][N+:22]([O-:26])=[CH:21][C:20]=1[Cl:27])=[O:15])=[O:9])([OH:48])=[O:5]. (4) Given the reactants C[O:2][CH:3](OC)[C:4]1[CH:14]=[C:13]([CH3:15])[C:7]([CH2:8][NH:9][C:10](=[O:12])[CH3:11])=[C:6]([CH3:16])[CH:5]=1.FC(F)(F)C(O)=O.O, predict the reaction product. The product is: [CH:3]([C:4]1[CH:14]=[C:13]([CH3:15])[C:7]([CH2:8][NH:9][C:10](=[O:12])[CH3:11])=[C:6]([CH3:16])[CH:5]=1)=[O:2]. (5) Given the reactants [CH3:1][C:2]([OH:35])([C:30]#[C:31][CH:32]([CH3:34])[CH3:33])[C:3]([N:5]1[CH2:29][CH2:28][CH2:27][C@H:6]1[C:7]([NH:9][CH2:10][C:11]1[CH:16]=[C:15]([Cl:17])[CH:14]=[CH:13][C:12]=1[CH2:18][NH:19]C(OC(C)(C)C)=O)=[O:8])=[O:4].C(O)(C(F)(F)F)=O, predict the reaction product. The product is: [CH3:1][C:2]([OH:35])([C:30]#[C:31][CH:32]([CH3:33])[CH3:34])[C:3]([N:5]1[CH2:29][CH2:28][CH2:27][C@H:6]1[C:7]([NH:9][CH2:10][C:11]1[CH:16]=[C:15]([Cl:17])[CH:14]=[CH:13][C:12]=1[CH2:18][NH2:19])=[O:8])=[O:4].